Dataset: Catalyst prediction with 721,799 reactions and 888 catalyst types from USPTO. Task: Predict which catalyst facilitates the given reaction. (1) Reactant: [OH-].[Na+].C[O:4][C:5](=[O:25])[CH:6]([CH2:16][NH:17][C:18]([O:20][C:21]([CH3:24])([CH3:23])[CH3:22])=[O:19])[CH2:7][NH:8][C:9]([O:11][C:12]([CH3:15])([CH3:14])[CH3:13])=[O:10].O.C(O)(=O)CC(CC(O)=O)(C(O)=O)O. Product: [C:21]([O:20][C:18]([NH:17][CH2:16][CH:6]([CH2:7][NH:8][C:9]([O:11][C:12]([CH3:15])([CH3:14])[CH3:13])=[O:10])[C:5]([OH:25])=[O:4])=[O:19])([CH3:23])([CH3:24])[CH3:22]. The catalyst class is: 1. (2) Reactant: [CH3:1][C:2]1[C:6]([CH3:7])=[C:5]([NH2:8])[O:4][N:3]=1.[H-].[Na+].[Cl:11][C:12]1[CH:31]=[CH:30][C:15]([CH2:16][C:17]2[S:21][C:20]3[CH:22]=[CH:23][CH:24]=[CH:25][C:19]=3[C:18]=2[S:26](Cl)(=[O:28])=[O:27])=[CH:14][CH:13]=1. Product: [CH3:1][C:2]1[C:6]([CH3:7])=[C:5]([NH:8][S:26]([C:18]2[C:19]3[CH:25]=[CH:24][CH:23]=[CH:22][C:20]=3[S:21][C:17]=2[CH2:16][C:15]2[CH:14]=[CH:13][C:12]([Cl:11])=[CH:31][CH:30]=2)(=[O:28])=[O:27])[O:4][N:3]=1. The catalyst class is: 1. (3) Reactant: [Cl:1][C:2]1[CH:7]=[CH:6][C:5]([OH:8])=[C:4]([F:9])[CH:3]=1.[CH:10]([N:13]=[C:14]=[O:15])([CH3:12])[CH3:11].Cl. Product: [Cl:1][C:2]1[CH:7]=[CH:6][C:5]([O:8][C:14](=[O:15])[NH:13][CH:10]([CH3:12])[CH3:11])=[C:4]([F:9])[CH:3]=1. The catalyst class is: 630. (4) Reactant: [CH3:1][C@@H:2]1[CH2:7][NH:6][CH2:5][CH2:4][NH:3]1.C(N(CC)CC)C.CC(OC(OC(OC(C)(C)C)=O)=O)(C)C.[C:30](Cl)([O:32][CH2:33][C:34]1[CH:39]=[CH:38][CH:37]=[CH:36][CH:35]=1)=[O:31].Cl. Product: [CH3:1][C@@H:2]1[CH2:7][NH:6][CH2:5][CH2:4][N:3]1[C:30]([O:32][CH2:33][C:34]1[CH:39]=[CH:38][CH:37]=[CH:36][CH:35]=1)=[O:31]. The catalyst class is: 2.